This data is from Catalyst prediction with 721,799 reactions and 888 catalyst types from USPTO. The task is: Predict which catalyst facilitates the given reaction. (1) Reactant: Cl.Cl.[CH3:3][C@@H:4]1[CH2:9][NH:8][CH2:7][C@@H:6]([CH3:10])[NH:5]1.C(N(CC)CC)C.[C:18]([O:22][C:23](O[C:23]([O:22][C:18]([CH3:21])([CH3:20])[CH3:19])=[O:24])=[O:24])([CH3:21])([CH3:20])[CH3:19]. Product: [CH3:10][C@H:6]1[NH:5][C@H:4]([CH3:3])[CH2:9][N:8]([C:23]([O:22][C:18]([CH3:21])([CH3:20])[CH3:19])=[O:24])[CH2:7]1. The catalyst class is: 2. (2) Reactant: [NH2:1][C:2](=O)[CH:3]([NH:13][C:14](=O)[CH2:15][C:16]([O:19][Si:20]([C:23]([CH3:26])([CH3:25])[CH3:24])([CH3:22])[CH3:21])([CH3:18])[CH3:17])[C:4]1[CH:9]=[C:8]([Cl:10])[CH:7]=[CH:6][C:5]=1[O:11][CH3:12].COC1C=CC(P2(SP(C3C=CC(OC)=CC=3)(=S)S2)=[S:38])=CC=1.N1C=CC=CC=1. Product: [Si:20]([O:19][C:16]([CH3:18])([CH3:17])[CH2:15][C:14]1[S:38][C:2]([NH2:1])=[C:3]([C:4]2[CH:9]=[C:8]([Cl:10])[CH:7]=[CH:6][C:5]=2[O:11][CH3:12])[N:13]=1)([C:23]([CH3:26])([CH3:25])[CH3:24])([CH3:22])[CH3:21]. The catalyst class is: 2.